This data is from Reaction yield outcomes from USPTO patents with 853,638 reactions. The task is: Predict the reaction yield, written as a fraction of the theoretical maximum amount of product (1.0 means a 100% yield; for example, 0.34 means a 34% yield). (1) The yield is 0.690. The product is [F:22][C:23]1[CH:24]=[C:25]([C:39]2[CH:44]=[CH:43][CH:42]=[CH:41][CH:40]=2)[C:26]([O:37][CH3:38])=[C:27]2[C:31]=1[NH:30][CH:29]=[C:28]2[CH2:32][CH2:33][OH:34]. The reactants are C(OC1C(F)=CC=C2C=1C(CCO)=CN2)C1C=CC=CC=1.[F:22][C:23]1[CH:24]=[C:25]([C:39]2[CH:44]=[CH:43][CH:42]=[CH:41][CH:40]=2)[C:26]([O:37][CH3:38])=[C:27]2[C:31]=1[NH:30][CH:29]=[C:28]2[CH2:32][C:33](OC)=[O:34]. No catalyst specified. (2) The reactants are [Cl:1][C:2]1[N:7]2[CH:8]=[CH:9][N:10]=[C:6]2[C:5]([OH:11])=[N:4][C:3]=1[C:12]1[CH:19]=[CH:18][C:15]([C:16]#[N:17])=[CH:14][CH:13]=1.O[CH2:21][C@@H:22]1[CH2:27][CH2:26][CH2:25][N:24]([C:28]([O:30][C:31]([CH3:34])([CH3:33])[CH3:32])=[O:29])[CH2:23]1.C1(P(C2C=CC=CC=2)C2C=CC=CC=2)C=CC=CC=1.N(C(OC(C)C)=O)=NC(OC(C)C)=O. The catalyst is O1CCCC1. The product is [Cl:1][C:2]1[N:7]2[CH:8]=[CH:9][N:10]=[C:6]2[C:5]([O:11][CH2:21][C@@H:22]2[CH2:27][CH2:26][CH2:25][N:24]([C:28]([O:30][C:31]([CH3:32])([CH3:34])[CH3:33])=[O:29])[CH2:23]2)=[N:4][C:3]=1[C:12]1[CH:13]=[CH:14][C:15]([C:16]#[N:17])=[CH:18][CH:19]=1. The yield is 0.780. (3) The reactants are [CH3:1][N:2]([CH3:33])[CH2:3][C:4]#[C:5][C:6]1[C:14]2[C:9](=[N:10][CH:11]=[CH:12][C:13]=2[O:15][C:16]2[CH:21]=[CH:20][C:19]([N+:22]([O-])=O)=[CH:18][C:17]=2[F:25])[N:8](C(OC(C)(C)C)=O)[CH:7]=1.[NH4+].[Cl-]. The catalyst is C1COCC1.CO.CCOC(C)=O.[Zn]. The product is [CH3:33][N:2]([CH3:1])[CH2:3][C:4]#[C:5][C:6]1[C:14]2[C:9](=[N:10][CH:11]=[CH:12][C:13]=2[O:15][C:16]2[CH:21]=[CH:20][C:19]([NH2:22])=[CH:18][C:17]=2[F:25])[NH:8][CH:7]=1. The yield is 0.900. (4) The reactants are [CH3:1][O:2][C:3]1[CH:8]=[CH:7][C:6]([C:9]2[CH:14]=[CH:13][N:12]=[C:11]([NH2:15])[C:10]=2[NH2:16])=[CH:5][CH:4]=1.[CH2:17]([O:21][CH2:22][C:23](O)=O)[CH2:18][CH2:19][CH3:20]. No catalyst specified. The product is [CH2:17]([O:21][CH2:22][C:23]1[NH:15][C:11]2=[N:12][CH:13]=[CH:14][C:9]([C:6]3[CH:7]=[CH:8][C:3]([O:2][CH3:1])=[CH:4][CH:5]=3)=[C:10]2[N:16]=1)[CH2:18][CH2:19][CH3:20]. The yield is 0.170.